From a dataset of Full USPTO retrosynthesis dataset with 1.9M reactions from patents (1976-2016). Predict the reactants needed to synthesize the given product. (1) Given the product [OH:12][CH2:10][C:9]1([CH2:16][CH2:15][OH:14])[CH:8]=[CH:7][S:6][CH2:5]1, predict the reactants needed to synthesize it. The reactants are: C(C[C:5]1[S:6][CH:7]=[CH:8][C:9]=1[C:10]([OH:12])=O)(O)=O.O.[O:14]1CC[CH2:16][CH2:15]1. (2) The reactants are: C(N(C(C)C)CC)(C)C.CN(C(ON1N=NC2C=CC=CC1=2)=[N+](C)C)C.F[P-](F)(F)(F)(F)F.[OH:34][CH2:35][C:36]([N:38]([CH3:40])[CH3:39])=[O:37].[CH3:41][N:42]([CH3:62])[CH:43]1[CH2:48][CH2:47][N:46]([C:49](=[O:61])[CH2:50][CH2:51][C:52]2[N:53]([CH2:57][C:58](O)=[O:59])[CH:54]=[CH:55][N:56]=2)[CH2:45][CH2:44]1.Cl. Given the product [CH3:62][N:42]([CH3:41])[CH:43]1[CH2:48][CH2:47][N:46]([C:49](=[O:61])[CH2:50][CH2:51][C:52]2[N:53]([CH2:57][C:58]([O:34][CH2:35][C:36]([N:38]([CH3:40])[CH3:39])=[O:37])=[O:59])[CH:54]=[CH:55][N:56]=2)[CH2:45][CH2:44]1, predict the reactants needed to synthesize it.